This data is from Forward reaction prediction with 1.9M reactions from USPTO patents (1976-2016). The task is: Predict the product of the given reaction. (1) Given the reactants Cl[C:2]1[N:7]=[C:6]([O:8][CH2:9][CH:10]2[CH2:13][CH2:12][CH2:11]2)[C:5]2[N:14]([CH2:29][C@H:30]3[CH2:35][CH2:34][C@H:33]([CH3:36])[CH2:32][CH2:31]3)[C:15]([N:17]3[CH2:22][CH2:21][O:20][CH2:19][C@H:18]3[C:23]3[CH:28]=[CH:27][CH:26]=[CH:25][CH:24]=3)=[N:16][C:4]=2[CH:3]=1.[CH3:37][N:38](C=O)C, predict the reaction product. The product is: [CH:10]1([CH2:9][O:8][C:6]2[C:5]3[N:14]([CH2:29][C@H:30]4[CH2:35][CH2:34][C@H:33]([CH3:36])[CH2:32][CH2:31]4)[C:15]([N:17]4[CH2:22][CH2:21][O:20][CH2:19][C@H:18]4[C:23]4[CH:28]=[CH:27][CH:26]=[CH:25][CH:24]=4)=[N:16][C:4]=3[CH:3]=[C:2]([C:37]#[N:38])[N:7]=2)[CH2:13][CH2:12][CH2:11]1. (2) Given the reactants [N:1]1[CH:6]=[CH:5][CH:4]=[C:3]([NH:7][C:8]([C:10]2[CH:11]=[CH:12][CH:13]=[C:14]3[O:18][C:17]([NH:19][CH:20]4[CH2:25][CH2:24][NH:23][CH2:22][CH2:21]4)=[N:16][C:15]=23)=[O:9])[CH:2]=1.[CH2:26]([O:28][C:29]1[CH:30]=[C:31]([CH:34]=[CH:35][C:36]=1[O:37][CH3:38])[CH:32]=O)[CH3:27].C([BH3-])#N.[Na+].C(N(C(C)C)C(C)C)C, predict the reaction product. The product is: [N:1]1[CH:6]=[CH:5][CH:4]=[C:3]([NH:7][C:8]([C:10]2[CH:11]=[CH:12][CH:13]=[C:14]3[O:18][C:17]([NH:19][CH:20]4[CH2:21][CH2:22][N:23]([CH2:32][C:31]5[CH:34]=[CH:35][C:36]([O:37][CH3:38])=[C:29]([O:28][CH2:26][CH3:27])[CH:30]=5)[CH2:24][CH2:25]4)=[N:16][C:15]=23)=[O:9])[CH:2]=1. (3) Given the reactants C(OC(=O)[NH:7][C@@H:8]([C:12]([N:14]1[CH2:17][CH:16]([F:18])[CH2:15]1)=[O:13])[CH2:9][CH2:10][CH3:11])(C)(C)C.[F:20][C:21]([F:26])([F:25])[C:22]([OH:24])=[O:23], predict the reaction product. The product is: [F:20][C:21]([F:26])([F:25])[C:22]([OH:24])=[O:23].[NH2:7][C@H:8]([CH2:9][CH2:10][CH3:11])[C:12]([N:14]1[CH2:15][CH:16]([F:18])[CH2:17]1)=[O:13]. (4) Given the reactants C([O:8][N:9]1[C:18]2[C:13](=[C:14]([CH2:19][C:20]3[CH:21]=[C:22]([C:26]4[CH:31]=[CH:30][CH:29]=[C:28]([CH2:32][NH:33]C(OC(C)(C)C)=O)[CH:27]=4)[CH:23]=[CH:24][CH:25]=3)[CH:15]=[CH:16][N:17]=2)[C:12]([OH:41])=[C:11]([C:42]([O:44][CH2:45][CH3:46])=[O:43])[C:10]1=[O:47])C1C=CC=CC=1, predict the reaction product. The product is: [NH2:33][CH2:32][C:28]1[CH:27]=[C:26]([C:22]2[CH:23]=[CH:24][CH:25]=[C:20]([CH2:19][C:14]3[CH:15]=[CH:16][N:17]=[C:18]4[C:13]=3[C:12]([OH:41])=[C:11]([C:42]([O:44][CH2:45][CH3:46])=[O:43])[C:10](=[O:47])[N:9]4[OH:8])[CH:21]=2)[CH:31]=[CH:30][CH:29]=1.